Regression. Given two drug SMILES strings and cell line genomic features, predict the synergy score measuring deviation from expected non-interaction effect. From a dataset of NCI-60 drug combinations with 297,098 pairs across 59 cell lines. (1) Drug 1: CS(=O)(=O)CCNCC1=CC=C(O1)C2=CC3=C(C=C2)N=CN=C3NC4=CC(=C(C=C4)OCC5=CC(=CC=C5)F)Cl. Drug 2: C1CC(CNC1)C2=CC=C(C=C2)N3C=C4C=CC=C(C4=N3)C(=O)N. Cell line: UACC62. Synergy scores: CSS=25.0, Synergy_ZIP=1.25, Synergy_Bliss=3.64, Synergy_Loewe=3.96, Synergy_HSA=7.09. (2) Drug 1: C1CN(CCN1C(=O)CCBr)C(=O)CCBr. Drug 2: CC(C)NC(=O)C1=CC=C(C=C1)CNNC.Cl. Cell line: NCI-H460. Synergy scores: CSS=49.3, Synergy_ZIP=5.41, Synergy_Bliss=3.00, Synergy_Loewe=-2.97, Synergy_HSA=0.399.